This data is from Reaction yield outcomes from USPTO patents with 853,638 reactions. The task is: Predict the reaction yield, written as a fraction of the theoretical maximum amount of product (1.0 means a 100% yield; for example, 0.34 means a 34% yield). (1) The reactants are [F:1][C:2]([F:25])([F:24])[CH2:3][O:4][C:5]1[CH:6]=[C:7]([C:15](=O)[CH2:16][C:17](=O)[C:18]([F:21])([F:20])[F:19])[CH:8]=[CH:9][C:10]=1[C:11]([F:14])([F:13])[F:12].[NH2:26][C:27]1[C:31]([C:32]2[CH:37]=[CH:36][N:35]=[CH:34][CH:33]=2)=[CH:30][NH:29][N:28]=1. No catalyst specified. The product is [N:35]1[CH:34]=[CH:33][C:32]([C:31]2[CH:30]=[N:29][N:28]3[C:17]([C:18]([F:21])([F:20])[F:19])=[CH:16][C:15]([C:7]4[CH:8]=[CH:9][C:10]([C:11]([F:14])([F:13])[F:12])=[C:5]([O:4][CH2:3][C:2]([F:25])([F:24])[F:1])[CH:6]=4)=[N:26][C:27]=23)=[CH:37][CH:36]=1. The yield is 0.500. (2) The reactants are [Br:1][C:2]1[N:10]=[CH:9][CH:8]=[CH:7][C:3]=1[C:4]([OH:6])=O.CCN=C=NCCCN(C)C.[C:22]([C:26]1[CH:27]=[C:28]([CH:30]=[CH:31][CH:32]=1)[NH2:29])([CH3:25])([CH3:24])[CH3:23].C(=O)(O)[O-].[Na+]. The catalyst is ClCCl.O. The product is [Br:1][C:2]1[N:10]=[CH:9][CH:8]=[CH:7][C:3]=1[C:4]([NH:29][C:28]1[CH:30]=[CH:31][CH:32]=[C:26]([C:22]([CH3:25])([CH3:24])[CH3:23])[CH:27]=1)=[O:6]. The yield is 0.590.